Task: Regression. Given a peptide amino acid sequence and an MHC pseudo amino acid sequence, predict their binding affinity value. This is MHC class I binding data.. Dataset: Peptide-MHC class I binding affinity with 185,985 pairs from IEDB/IMGT The binding affinity (normalized) is 0.777. The MHC is HLA-A02:01 with pseudo-sequence HLA-A02:01. The peptide sequence is NLVPMVATV.